This data is from Full USPTO retrosynthesis dataset with 1.9M reactions from patents (1976-2016). The task is: Predict the reactants needed to synthesize the given product. (1) The reactants are: [CH3:1][N:2]([CH3:6])[CH2:3][CH2:4][OH:5].[H-].[Na+].Cl[C:10]1[N:15]=[CH:14][C:13]([C:16]2[CH:28]=[CH:27][C:19]3[N:20]=[C:21]([NH:23][C:24](=[O:26])[CH3:25])[S:22][C:18]=3[CH:17]=2)=[CH:12][C:11]=1[NH:29][CH:30]([CH3:32])[CH3:31]. Given the product [CH3:1][N:2]([CH3:6])[CH2:3][CH2:4][O:5][C:10]1[N:15]=[CH:14][C:13]([C:16]2[CH:28]=[CH:27][C:19]3[N:20]=[C:21]([NH:23][C:24](=[O:26])[CH3:25])[S:22][C:18]=3[CH:17]=2)=[CH:12][C:11]=1[NH:29][CH:30]([CH3:32])[CH3:31], predict the reactants needed to synthesize it. (2) Given the product [Cl:1][C:2]1[CH:11]=[CH:10][C:5]([C:6]([OH:8])=[O:7])=[CH:4][C:3]=1[NH:12][C:13]([C:15]1[C:24](=[O:25])[NH:23][C:18]2[N:19]=[CH:20][N:21]=[CH:22][C:17]=2[CH:16]=1)=[O:14], predict the reactants needed to synthesize it. The reactants are: [Cl:1][C:2]1[CH:11]=[CH:10][C:5]([C:6]([O:8]C)=[O:7])=[CH:4][C:3]=1[NH:12][C:13]([C:15]1[C:24](=[O:25])[NH:23][C:18]2[N:19]=[CH:20][N:21]=[CH:22][C:17]=2[CH:16]=1)=[O:14].CO.O.[OH-].[Li+]. (3) Given the product [Cl:1][C:2]1[CH:3]=[CH:4][C:5]([C:8]2[C:9]([O:25][CH2:26][CH:27]3[CH2:28][CH2:29]3)=[N:10][CH:11]=[C:12]([CH:24]=2)[C:13]([NH:15][C@H:16]2[CH2:21][CH2:20][CH2:19][CH2:18]/[C:17]/2=[N:22]\[O:23][CH2:34][C:33]([F:44])([F:43])[F:32])=[O:14])=[CH:6][CH:7]=1, predict the reactants needed to synthesize it. The reactants are: [Cl:1][C:2]1[CH:7]=[CH:6][C:5]([C:8]2[C:9]([O:25][CH2:26][CH:27]3[CH2:29][CH2:28]3)=[N:10][CH:11]=[C:12]([CH:24]=2)[C:13]([NH:15][C@H:16]2[CH2:21][CH2:20][CH2:19][CH2:18]/[C:17]/2=[N:22]\[OH:23])=[O:14])=[CH:4][CH:3]=1.[H-].[Na+].[F:32][C:33]([F:44])([F:43])[CH2:34]OS(C(F)(F)F)(=O)=O. (4) Given the product [CH3:69][O:70][C:71]1[CH:72]=[C:73]([NH:74][C:2]2[CH:3]=[CH:4][C:5]3[N:6]([C:8]([C:11]4[S:19][C:18]5[C:17]([OH:20])=[CH:16][N:15]=[CH:14][C:13]=5[CH:12]=4)=[CH:9][N:10]=3)[N:7]=2)[CH:75]=[CH:76][C:77]=1[O:78][CH3:79], predict the reactants needed to synthesize it. The reactants are: Cl[C:2]1[CH:3]=[CH:4][C:5]2[N:6]([C:8]([C:11]3[S:19][C:18]4[C:17]([OH:20])=[CH:16][N:15]=[CH:14][C:13]=4[CH:12]=3)=[CH:9][N:10]=2)[N:7]=1.CC1(C)C2C(=C(P(C3C=CC=CC=3)C3C=CC=CC=3)C=CC=2)OC2C(P(C3C=CC=CC=3)C3C=CC=CC=3)=CC=CC1=2.C(=O)([O-])[O-].[K+].[K+].[CH3:69][O:70][C:71]1[CH:72]=[C:73]([CH:75]=[CH:76][C:77]=1[O:78][CH3:79])[NH2:74]. (5) Given the product [Cl:30][C:19]1[CH:20]=[C:21]([C:22]2[CH:27]=[C:26]([Cl:28])[CH:25]=[CH:24][C:23]=2[Cl:29])[C:15]2[O:14][CH:13]([CH2:12][NH:32][CH3:31])[CH2:17][C:16]=2[CH:18]=1, predict the reactants needed to synthesize it. The reactants are: CC1C=CC(S(O[CH2:12][CH:13]2[CH2:17][C:16]3[CH:18]=[C:19]([Cl:30])[CH:20]=[C:21]([C:22]4[CH:27]=[C:26]([Cl:28])[CH:25]=[CH:24][C:23]=4[Cl:29])[C:15]=3[O:14]2)(=O)=O)=CC=1.[CH3:31][NH2:32].